This data is from Experimentally validated miRNA-target interactions with 360,000+ pairs, plus equal number of negative samples. The task is: Binary Classification. Given a miRNA mature sequence and a target amino acid sequence, predict their likelihood of interaction. (1) The miRNA is hsa-miR-5011-5p with sequence UAUAUAUACAGCCAUGCACUC. The protein sequence of the target gene is MADRAALEELVRLQGAHVRGLKEQKASAEQIEEEVTKLLKLKAQLGQDEGKQKFVLKTPKGTRDYSPRQMAVREKVFDVIIRCFKRHGAEVIDTPVFELKETLTGKYGEDSKLIYDLKDQGGELLSLRYDLTVPFARYLAMNKLTNIKRYHIAKVYRRDNPAMTRGRYREFYQCDFDIAGQFDPMIPDAECLKIMCEILSSLQIGNFLVKVNDRRILDGMFAVCGVPDSKFRTICSSVDKLDKVSWEEVKNEMVGEKGLAPEVADRIGDYVQQHGGVSLVEQLLQDPKLSQNKQAVEGLG.... Result: 0 (no interaction). (2) The miRNA is hsa-miR-1255b-5p with sequence CGGAUGAGCAAAGAAAGUGGUU. The protein sequence of the target gene is MRIFRPWRLRCPALHLPSFPTFSIKCSLPPLPTDEDMCKSVTTGEWKKVFYEKMEEVKPADSWDFIIDPNLKHNVLAPGWKQYLELHASGRFHCSWCWHTWQSPHVVILFHMYLDKAQRAGSVRMRVFKQLCYECGTARLDESSMLEENIESLVDNLITSLREQCYGERGGHYRIHVASRQDNRRHRGEFCEACQEGIVHWKPSEKLLEEEATTYTFSRAPSPTKPQAETGSGCNFCSIPWCLFWATVLMLIIYLQFSFRTSV. Result: 0 (no interaction). (3) The miRNA is mmu-miR-742-3p with sequence GAAAGCCACCAUGCUGGGUAAA. The protein sequence of the target gene is MGLGVSAEQPAGGAEGFHLHGVQENSPAQQAGLEPYFDFIITIGHSRLNKENDTLKALLKANVEKPVKLEVFNMKTMRVREVEVVPSNMWGGQGLLGASVRFCSFRRASEQVWHVLDVEPSSPAALAGLRPYTDYVVGSDQILQESEDFFTLIESHEGKPLKLMVYNSKSDSCREVTVTPNAAWGGEGSLGCGIGYGYLHRIPTQPPSYHKKPPGTPPPSALPLGAPPPDALPPGPTPEDSPSLETGSRQSDYMEALLQAPGSSMEDPLPGPGSPSHSAPDPDGLPHFMETPLQPPPPVQ.... Result: 0 (no interaction). (4) Result: 0 (no interaction). The protein sequence of the target gene is MAGNDCGALLDEELSSFFLNYLADTQGGGSGEEQLYADFPELDLSQLDASDFDSATCFGELQWCPENSETEPNQYSPDDSELFQIDSENEALLAELTKTLDDIPEDDVGLAAFPALDGGDALSCTSASPAPSSAPPSPAPEKPSAPAPEVDELSLLQKLLLATSYPTSSSDTQKEGTAWRQAGLRSKSQRPCVKADSTQDKKAPMMQSQSRSCTELHKHLTSAQCCLQDRGLQPPCLQSPRLPAKEDKEPGEDCPSPQPAPASPRDSLALGRADPGAPVSQEDMQAMVQLIRYMHTYCLP.... The miRNA is hsa-miR-141-5p with sequence CAUCUUCCAGUACAGUGUUGGA. (5) The miRNA is hsa-miR-548bb-5p with sequence AAAAGUAACUAUGGUUUUUGCC. The protein sequence of the target gene is MSKQRGTFSEVSLAQDPKWQQRKPKGNKSSISGTEQEIFQVELNLQNASLNHQGIDKIYDCQGLLPPPEKLTAEVLGIICIVLMATVLKTIVLIPFLEQNNSSPNARTQKARHCGHCPEEWITYSNSCYYIGKERRTWEESLQACASKNSSSLLCIDNEEEMKFLASILPSSWIGVFRNSSHHPWVTINGLAFKHEIKDSDHAERNCAMLHVRGLISDQCGSSRIIRRGFIMLTRLVLNS. Result: 1 (interaction).